From a dataset of Forward reaction prediction with 1.9M reactions from USPTO patents (1976-2016). Predict the product of the given reaction. (1) Given the reactants [N:1]1([C:7]2[CH:8]=[C:9]3[C:14](=[CH:15][CH:16]=2)[N:13]=[C:12]([N:17]2[CH:21]=[C:20]([C:22]([O:24]CC)=[O:23])[CH:19]=[N:18]2)[NH:11][C:10]3=O)[CH2:6][CH2:5][CH2:4][CH2:3][CH2:2]1.[NH:28]1[CH2:33][CH2:32][O:31][CH2:30][CH2:29]1, predict the reaction product. The product is: [O:31]1[CH2:32][CH2:33][N:28]([C:10]2[C:9]3[C:14](=[CH:15][CH:16]=[C:7]([N:1]4[CH2:2][CH2:3][CH2:4][CH2:5][CH2:6]4)[CH:8]=3)[N:13]=[C:12]([N:17]3[CH:21]=[C:20]([C:22]([OH:24])=[O:23])[CH:19]=[N:18]3)[N:11]=2)[CH2:29][CH2:30]1. (2) Given the reactants Br[C:2]1[CH:3]=[C:4]([C:9]2[N:14]=[C:13]([C:15]([O:17][CH3:18])=[O:16])[CH:12]=[C:11]([N:19]3[C:23]([CH3:24])=[CH:22][CH:21]=[N:20]3)[N:10]=2)[CH:5]=[CH:6][C:7]=1[F:8].[C:25]([C@:27]1([OH:34])[CH2:31][CH2:30][N:29]([CH3:32])[C:28]1=[O:33])#[CH:26], predict the reaction product. The product is: [F:8][C:7]1[CH:6]=[CH:5][C:4]([C:9]2[N:14]=[C:13]([C:15]([O:17][CH3:18])=[O:16])[CH:12]=[C:11]([N:19]3[C:23]([CH3:24])=[CH:22][CH:21]=[N:20]3)[N:10]=2)=[CH:3][C:2]=1[C:26]#[C:25][C@:27]1([OH:34])[CH2:31][CH2:30][N:29]([CH3:32])[C:28]1=[O:33]. (3) The product is: [NH2:8][C:9]1[N:14]=[C:13]([C:15]2[N:16]=[C:17]([NH:24][C:32]3[CH:37]=[CH:36][C:35]([N:38]4[CH2:43][CH2:42][O:41][C@@H:62]([CH2:60][OH:66])[CH2:39]4)=[CH:34][CH:33]=3)[C:18]3[N:19]([CH:21]=[CH:22][N:23]=3)[CH:20]=2)[CH:12]=[N:11][C:10]=1[CH3:67]. Given the reactants C(OC([N:8](C(OC(C)(C)C)=O)[C:9]1[N:14]=[C:13]([C:15]2[N:16]=[C:17]([N:24]([C:32]3[CH:37]=[CH:36][C:35]([N:38]4[CH2:43][CH2:42][O:41][C@@H](COC(OC(C)(C)C)=O)[CH2:39]4)=[CH:34][CH:33]=3)C(=O)OC(C)(C)C)[C:18]3[N:19]([CH:21]=[CH:22][N:23]=3)[CH:20]=2)[CH:12]=[N:11][CH:10]=1)=O)(C)(C)C.[C:60]([OH:66])([C:62](F)(F)F)=O.[CH2:67](Cl)Cl, predict the reaction product.